This data is from Full USPTO retrosynthesis dataset with 1.9M reactions from patents (1976-2016). The task is: Predict the reactants needed to synthesize the given product. (1) Given the product [Cl:8][C:5]1[CH:6]=[CH:7][C:2]([CH:26]([C:25]2[CH:24]=[CH:23][C:22]([C:21]([F:20])([F:30])[F:31])=[CH:29][CH:28]=2)[OH:27])=[CH:3][CH:4]=1, predict the reactants needed to synthesize it. The reactants are: Br[C:2]1[CH:7]=[CH:6][C:5]([Cl:8])=[CH:4][CH:3]=1.C([Li])CCC.CCCCCC.[F:20][C:21]([F:31])([F:30])[C:22]1[CH:29]=[CH:28][C:25]([CH:26]=[O:27])=[CH:24][CH:23]=1.[Cl-].[NH4+]. (2) The reactants are: [C:1]([O:4][CH2:5][C@@H:6]1[C@@H:11]([O:12][C:13](=[O:15])[CH3:14])[C@H:10](OC(=O)C)[CH:9]=[CH:8][O:7]1)(=[O:3])[CH3:2].[Br:20][C:21]1[CH:22]=[C:23](B(O)O)[CH:24]=[CH:25][CH:26]=1. Given the product [C:1]([O:4][CH2:5][C@@H:6]1[C@@H:11]([O:12][C:13](=[O:15])[CH3:14])[CH:10]=[CH:9][C@@H:8]([C:25]2[CH:24]=[CH:23][CH:22]=[C:21]([Br:20])[CH:26]=2)[O:7]1)(=[O:3])[CH3:2], predict the reactants needed to synthesize it.